This data is from Catalyst prediction with 721,799 reactions and 888 catalyst types from USPTO. The task is: Predict which catalyst facilitates the given reaction. (1) Reactant: [CH2:1]([O:8][C:9]([NH:11][C:12]1[CH:30]=[CH:29][C:15]2[C:16]3[C:24]([O:25][CH:26]([F:28])[F:27])=[CH:23][CH:22]=[CH:21][C:17]=3[O:18][C:19](=[O:20])[C:14]=2[C:13]=1[Br:31])=[O:10])[C:2]1[CH:7]=[CH:6][CH:5]=[CH:4][CH:3]=1.[H-].CCCCCCC.C(C(C(C([O-])=O)O)O)([O-])=O.[K+].[Na+]. Product: [CH2:1]([O:8][C:9]([NH:11][C:12]1[CH:30]=[CH:29][C:15]2[C:16]3[C:24]([O:25][CH:26]([F:28])[F:27])=[CH:23][CH:22]=[CH:21][C:17]=3[O:18][CH:19]([OH:20])[C:14]=2[C:13]=1[Br:31])=[O:10])[C:2]1[CH:3]=[CH:4][CH:5]=[CH:6][CH:7]=1. The catalyst class is: 96. (2) Reactant: [NH2:1][C:2]1[CH:10]=[C:9]2[C:5]([CH2:6][CH2:7][C:8]2=[O:11])=[CH:4][CH:3]=1.[N:12]([O-])=O.[Na+].O.O.Cl[Sn]Cl. Product: [NH:1]([C:2]1[CH:10]=[C:9]2[C:5]([CH2:6][CH2:7][C:8]2=[O:11])=[CH:4][CH:3]=1)[NH2:12]. The catalyst class is: 33. (3) Reactant: NC1[S:3][C:4]2[CH:10]=[C:9]([CH2:11][CH2:12][CH2:13][CH2:14][CH2:15][CH2:16][CH2:17][CH2:18][CH2:19][CH2:20][CH2:21][CH3:22])[CH:8]=[CH:7][C:5]=2[N:6]=1.[OH-].[K+]. Product: [NH2:6][C:5]1[CH:7]=[CH:8][C:9]([CH2:11][CH2:12][CH2:13][CH2:14][CH2:15][CH2:16][CH2:17][CH2:18][CH2:19][CH2:20][CH2:21][CH3:22])=[CH:10][C:4]=1[SH:3]. The catalyst class is: 6.